From a dataset of Reaction yield outcomes from USPTO patents with 853,638 reactions. Predict the reaction yield, written as a fraction of the theoretical maximum amount of product (1.0 means a 100% yield; for example, 0.34 means a 34% yield). (1) The catalyst is C(#N)C.O.C1C=CC(P(C2C=CC=CC=2)[C-]2C=CC=C2)=CC=1.C1C=CC(P(C2C=CC=CC=2)[C-]2C=CC=C2)=CC=1.Cl[Pd]Cl.[Fe+2].ClCCl. The product is [Cl:20][C:21]1[CH:26]=[C:25]([CH2:27][NH:28][C:29]([C@@H:31]2[CH2:35][C@@H:34]([F:36])[CH2:33][N:32]2[C:37]([O:39][C:40]([CH3:43])([CH3:42])[CH3:41])=[O:38])=[O:30])[CH:24]=[C:23]([C:9]2[CH:14]=[N:13][C:12]([C:15]([F:16])([F:17])[F:18])=[N:11][CH:10]=2)[N:22]=1. The reactants are CC1(C)C(C)(C)OB([C:9]2[CH:10]=[N:11][C:12]([C:15]([F:18])([F:17])[F:16])=[N:13][CH:14]=2)O1.[Cl:20][C:21]1[CH:26]=[C:25]([CH2:27][NH:28][C:29]([C@@H:31]2[CH2:35][C@@H:34]([F:36])[CH2:33][N:32]2[C:37]([O:39][C:40]([CH3:43])([CH3:42])[CH3:41])=[O:38])=[O:30])[CH:24]=[C:23](Cl)[N:22]=1.C(=O)([O-])[O-].[Cs+].[Cs+]. The yield is 0.363. (2) The reactants are [NH2:1][C:2]1[CH:3]=[C:4]([CH:10]=[CH:11][C:12]=1[NH:13][CH:14]1[CH2:21][CH2:20][CH2:19][CH2:18][CH2:17][CH2:16][CH2:15]1)[C:5]([O:7][CH2:8][CH3:9])=[O:6].CI.[C:24](=O)([O-])[O-].[K+].[K+]. The catalyst is CN(C=O)C.O. The product is [CH:14]1([NH:13][C:12]2[CH:11]=[CH:10][C:4]([C:5]([O:7][CH2:8][CH3:9])=[O:6])=[CH:3][C:2]=2[NH:1][CH3:24])[CH2:21][CH2:20][CH2:19][CH2:18][CH2:17][CH2:16][CH2:15]1. The yield is 0.340. (3) The reactants are [CH3:1][O:2][C:3]1[CH:8]=[CH:7][C:6]([NH:9][C:10]2[CH:15]=[CH:14][N:13]=[CH:12][C:11]=2[NH2:16])=[CH:5][CH:4]=1.[C:17]([CH2:19][C:20](OCC)=O)#[N:18]. No catalyst specified. The product is [CH3:1][O:2][C:3]1[CH:4]=[CH:5][C:6]([N:9]2[C:10]3[CH:15]=[CH:14][N:13]=[CH:12][C:11]=3[N:16]=[C:20]2[CH2:19][C:17]#[N:18])=[CH:7][CH:8]=1. The yield is 0.220. (4) The reactants are C([O:3][C:4](=[O:20])[C:5]([N:7]1[CH2:12][CH2:11][CH:10]([CH2:13][C:14]2[CH:19]=[CH:18][CH:17]=[CH:16][CH:15]=2)[CH2:9][CH2:8]1)=[O:6])C.[OH-].[K+]. The yield is 0.850. The catalyst is CO. The product is [CH2:13]([CH:10]1[CH2:9][CH2:8][N:7]([C:5](=[O:6])[C:4]([OH:20])=[O:3])[CH2:12][CH2:11]1)[C:14]1[CH:15]=[CH:16][CH:17]=[CH:18][CH:19]=1. (5) The reactants are CO[C:3](=[O:20])[C:4]1[CH:12]=[CH:11][C:7]([C:8]([NH2:10])=[O:9])=[CH:6][C:5]=1C1C=CC=CC=1O.CC(C[AlH]C[CH:27]([CH3:29])[CH3:28])C. The catalyst is C1COCC1. The product is [OH:20][CH2:3][C:4]1[CH:5]=[CH:6][C:7]([C:8]([NH:10][C:28]2[CH:27]=[CH:29][CH:6]=[CH:7][C:8]=2[OH:9])=[O:9])=[CH:11][CH:12]=1. The yield is 0.500. (6) The reactants are [I-].[C:2]([CH:5]([CH2:11][CH:12]([CH3:14])[CH3:13])[CH2:6][N+:7]([CH3:10])([CH3:9])C)(=[O:4])[CH3:3].[CH3:15][O:16][C:17]1[CH:18]=[C:19]2[C:24](=[CH:25][C:26]=1[O:27][CH3:28])C=NC[CH2:20]2.C(O)C.O. The catalyst is ClCCl. The product is [CH2:11]([CH:5]1[CH2:6][N:7]2[CH2:9][CH2:20][C:19]3[C:24]([CH:10]2[CH2:3][C:2]1=[O:4])=[CH:25][C:26]([O:27][CH3:28])=[C:17]([O:16][CH3:15])[CH:18]=3)[CH:12]([CH3:13])[CH3:14]. The yield is 0.360. (7) The reactants are [CH3:1][C:2]1([CH3:20])[C:6]([CH3:8])([CH3:7])[O:5][B:4]([C:9]2[CH:14]=[CH:13][C:12]([OH:15])=[C:11]([C:16]([F:19])([F:18])[F:17])[CH:10]=2)[O:3]1.C([O-])([O-])=O.[Cs+].[Cs+].[CH2:27]([O:29][C:30](=[O:35])[CH2:31][CH2:32][CH2:33]Br)[CH3:28]. The catalyst is CN(C=O)C. The product is [CH2:27]([O:29][C:30](=[O:35])[CH2:31][CH2:32][CH2:33][O:15][C:12]1[CH:13]=[CH:14][C:9]([B:4]2[O:3][C:2]([CH3:20])([CH3:1])[C:6]([CH3:7])([CH3:8])[O:5]2)=[CH:10][C:11]=1[C:16]([F:18])([F:19])[F:17])[CH3:28]. The yield is 0.740.